Dataset: Full USPTO retrosynthesis dataset with 1.9M reactions from patents (1976-2016). Task: Predict the reactants needed to synthesize the given product. (1) Given the product [N:38]1([CH2:45][CH2:46][O:10][C:8]2[CH:9]=[CH:4][C:5]([CH2:12][CH2:13][CH2:14][NH:3][C:4]3[CH:9]=[C:8]([O:10][CH3:11])[CH:7]=[CH:6][C:5]=3[C@@H:12]3[CH2:21][CH2:20][C:19]4[CH:18]=[C:17]([OH:22])[CH:16]=[CH:15][C:14]=4[CH2:13]3)=[CH:6][CH:7]=2)[CH2:44][CH2:43][CH2:42][CH2:41][CH2:40][CH2:39]1, predict the reactants needed to synthesize it. The reactants are: C([N:3](C(=O)C1C=CC(O)=CC=1)[C:4]1[CH:9]=[C:8]([O:10][CH3:11])[CH:7]=[CH:6][C:5]=1[C@@H:12]1[CH2:21][CH2:20][C:19]2[CH:18]=[C:17]([O:22]C(=O)C(C)(C)C)[CH:16]=[CH:15][C:14]=2[CH2:13]1)C.[N:38]1([C:45](=O)[CH2:46]Cl)[CH2:44][CH2:43][CH2:42][CH2:41][CH2:40][CH2:39]1. (2) Given the product [C:22]1([C:5]([C:28]#[C:29][C:31]2[CH:33]=[CH:50][CH:49]=[CH:48][CH:47]=2)=[CH:6][CH2:7][O:8][C:9]2[CH:20]=[CH:19][C:12]([O:13][CH2:14][C:15]([OH:17])=[O:16])=[C:11]([CH3:21])[CH:10]=2)[CH:27]=[CH:26][CH:25]=[CH:24][CH:23]=1, predict the reactants needed to synthesize it. The reactants are: O.[OH-].[Li+].I/[C:5](/[C:22]1[CH:27]=[CH:26][CH:25]=[CH:24][CH:23]=1)=[CH:6]\[CH2:7][O:8][C:9]1[CH:20]=[CH:19][C:12]([O:13][CH2:14][C:15]([O:17]C)=[O:16])=[C:11]([CH3:21])[CH:10]=1.[C:28](O)(=O)[CH:29]([CH:31]([C:33](O)=O)O)O.CCOCC.CO.O.O1[CH2:50][CH2:49][CH2:48][CH2:47]1. (3) Given the product [C:31]([O:35][C:36]([N:38]1[CH2:43][CH2:42][N:41]([C:2]2[N:7]=[C:6]([N:8]3[CH2:12][CH2:11][CH2:10][CH:9]3[C:13]3[O:17][N:16]=[C:15]([C:18]4[CH:23]=[CH:22][CH:21]=[CH:20][N:19]=4)[CH:14]=3)[N:5]=[C:4]([NH:24][C:25]3[CH:29]=[C:28]([CH3:30])[NH:27][N:26]=3)[CH:3]=2)[CH2:40][CH2:39]1)=[O:37])([CH3:34])([CH3:32])[CH3:33], predict the reactants needed to synthesize it. The reactants are: Cl[C:2]1[N:7]=[C:6]([N:8]2[CH2:12][CH2:11][CH2:10][CH:9]2[C:13]2[O:17][N:16]=[C:15]([C:18]3[CH:23]=[CH:22][CH:21]=[CH:20][N:19]=3)[CH:14]=2)[N:5]=[C:4]([NH:24][C:25]2[CH:29]=[C:28]([CH3:30])[NH:27][N:26]=2)[CH:3]=1.[C:31]([O:35][C:36]([N:38]1[CH2:43][CH2:42][NH:41][CH2:40][CH2:39]1)=[O:37])([CH3:34])([CH3:33])[CH3:32]. (4) Given the product [C:21]1([S:27]([C:17]2[CH:18]=[CH:19][C:14]([CH:12]3[O:11][CH2:10][CH2:9][N:8]([CH2:1][C:2]4[CH:7]=[CH:6][CH:5]=[CH:4][CH:3]=4)[CH2:13]3)=[CH:15][CH:16]=2)(=[O:29])=[O:28])[CH:26]=[CH:25][CH:24]=[CH:23][CH:22]=1, predict the reactants needed to synthesize it. The reactants are: [CH2:1]([N:8]1[CH2:13][CH:12]([C:14]2[CH:19]=[CH:18][C:17](Br)=[CH:16][CH:15]=2)[O:11][CH2:10][CH2:9]1)[C:2]1[CH:7]=[CH:6][CH:5]=[CH:4][CH:3]=1.[C:21]1([S:27]([O-:29])=[O:28])[CH:26]=[CH:25][CH:24]=[CH:23][CH:22]=1.[Na+].C([O-])([O-])=O.[Cs+].[Cs+].C([O-])(O)=O.[Na+]. (5) Given the product [NH2:1][C:4]1[CH:5]=[CH:6][C:7]([O:28][C:29]([F:30])([F:32])[F:31])=[C:8]([NH:10][C:11]2[N:20]=[CH:19][C:18]3[CH2:17][CH2:16][C:15]4[C:21]([C:25]([NH2:27])=[O:26])=[N:22][N:23]([CH3:24])[C:14]=4[C:13]=3[N:12]=2)[CH:9]=1, predict the reactants needed to synthesize it. The reactants are: [N+:1]([C:4]1[CH:5]=[CH:6][C:7]([O:28][C:29]([F:32])([F:31])[F:30])=[C:8]([NH:10][C:11]2[N:20]=[CH:19][C:18]3[CH2:17][CH2:16][C:15]4[C:21]([C:25]([NH2:27])=[O:26])=[N:22][N:23]([CH3:24])[C:14]=4[C:13]=3[N:12]=2)[CH:9]=1)([O-])=O.CO. (6) Given the product [Br:5][CH2:1][CH2:35][C:34]1[C:28]2[C:29](=[N:30][CH:31]=[C:26]([Cl:25])[CH:27]=2)[NH:32][C:33]=1[Si:38]([CH2:39][CH3:40])([CH2:43][CH3:44])[CH2:41][CH3:42], predict the reactants needed to synthesize it. The reactants are: [C:1]([Br:5])(Br)(Br)Br.C1(P(C2C=CC=CC=2)C2C=CC=CC=2)C=CC=CC=1.[Cl:25][C:26]1[CH:27]=[C:28]2[C:34]([CH2:35]CO)=[C:33]([Si:38]([CH2:43][CH3:44])([CH2:41][CH3:42])[CH2:39][CH3:40])[NH:32][C:29]2=[N:30][CH:31]=1. (7) Given the product [F:13][C:9]1[CH:8]=[C:7]([S:4]([C:2]([C:25]2([OH:24])[CH2:26][CH2:27][N:28]([C:31]([O:33][C:34]([CH3:37])([CH3:36])[CH3:35])=[O:32])[CH2:29][CH2:30]2)([CH3:3])[CH3:1])(=[O:6])=[O:5])[CH:12]=[CH:11][CH:10]=1, predict the reactants needed to synthesize it. The reactants are: [CH3:1][C:2](S(C1C=C(F)C=CC=1)(=O)=O)([S:4]([C:7]1[CH:8]=[C:9]([F:13])[CH:10]=[CH:11][CH:12]=1)(=[O:6])=[O:5])[CH3:3].[O:24]=[C:25]1[CH2:30][CH2:29][N:28]([C:31]([O:33][C:34]([CH3:37])([CH3:36])[CH3:35])=[O:32])[CH2:27][CH2:26]1.